Dataset: CYP2C19 inhibition data for predicting drug metabolism from PubChem BioAssay. Task: Regression/Classification. Given a drug SMILES string, predict its absorption, distribution, metabolism, or excretion properties. Task type varies by dataset: regression for continuous measurements (e.g., permeability, clearance, half-life) or binary classification for categorical outcomes (e.g., BBB penetration, CYP inhibition). Dataset: cyp2c19_veith. (1) The drug is Brc1ccc(-c2csc(N3CCC(c4ccccc4)C3)n2)cc1. The result is 1 (inhibitor). (2) The compound is Cc1ccc(/C=N/n2nnnc2N)cc1[N+](=O)[O-]. The result is 0 (non-inhibitor). (3) The compound is c1nc(NC2CCNCC2)c2cc(-c3ccoc3)ccc2n1. The result is 0 (non-inhibitor). (4) The molecule is O=C(NCCOc1nc(N2CCOCC2)nc(N2CCOCC2)n1)Nc1ccccc1. The result is 0 (non-inhibitor). (5) The molecule is Cc1cccc(NC(=O)CSc2n[nH]c(-c3ccncc3)n2)c1. The result is 1 (inhibitor). (6) The compound is O=C(c1nn(Cc2ccccc2)c(=O)c2ccccc12)N1CCN(C/C=C/c2ccccc2)CC1. The result is 1 (inhibitor). (7) The drug is C[C@@]1(C(NC(=O)c2ccccc2)c2ccc(-c3ccccc3)cc2)C[C@H]1C1CCCCC1. The result is 0 (non-inhibitor). (8) The molecule is O=C(O)C1C(C(=O)O)C(C(=O)O)C1C(=O)O. The result is 0 (non-inhibitor).